From a dataset of Forward reaction prediction with 1.9M reactions from USPTO patents (1976-2016). Predict the product of the given reaction. (1) Given the reactants [CH2:1]([N:8]([CH2:22][C:23]1[CH:28]=[CH:27][CH:26]=[CH:25][CH:24]=1)[CH:9]1[CH2:14][CH2:13][CH2:12][N:11](C(OC(C)(C)C)=O)[CH2:10]1)[C:2]1[CH:7]=[CH:6][CH:5]=[CH:4][CH:3]=1, predict the reaction product. The product is: [CH2:22]([N:8]([CH2:1][C:2]1[CH:7]=[CH:6][CH:5]=[CH:4][CH:3]=1)[CH:9]1[CH2:14][CH2:13][CH2:12][NH:11][CH2:10]1)[C:23]1[CH:24]=[CH:25][CH:26]=[CH:27][CH:28]=1. (2) Given the reactants [CH2:1]([O:8][C:9]1[CH:14]=[CH:13][C:12]([C:15]([C:17]([C:19]2[CH:24]=[CH:23][C:22]([O:25][CH2:26][C:27]3[CH:32]=[CH:31][CH:30]=[CH:29][CH:28]=3)=[CH:21][CH:20]=2)=[CH2:18])=[CH2:16])=[CH:11][CH:10]=1)[C:2]1[CH:7]=[CH:6][CH:5]=[CH:4][CH:3]=1.[CH3:33][C:34](=[CH2:37])[CH:35]=[O:36].B(F)(F)F, predict the reaction product. The product is: [CH3:33][C:34]1([CH:35]=[O:36])[CH2:37][CH2:16][C:15]([C:12]2[CH:13]=[CH:14][C:9]([O:8][CH2:1][C:2]3[CH:3]=[CH:4][CH:5]=[CH:6][CH:7]=3)=[CH:10][CH:11]=2)=[C:17]([C:19]2[CH:20]=[CH:21][C:22]([O:25][CH2:26][C:27]3[CH:28]=[CH:29][CH:30]=[CH:31][CH:32]=3)=[CH:23][CH:24]=2)[CH2:18]1. (3) The product is: [N:25]([CH2:2][C@H:3]([NH:17][C:18](=[O:24])[O:19][C:20]([CH3:23])([CH3:22])[CH3:21])[C:4]1[CH:9]=[CH:8][C:7]([O:10][CH2:11][CH:12]([CH3:16])[CH2:13][CH2:14][CH3:15])=[CH:6][CH:5]=1)=[N+:26]=[N-:27]. Given the reactants Br[CH2:2][C@H:3]([NH:17][C:18](=[O:24])[O:19][C:20]([CH3:23])([CH3:22])[CH3:21])[C:4]1[CH:9]=[CH:8][C:7]([O:10][CH2:11][CH:12]([CH3:16])[CH2:13][CH2:14][CH3:15])=[CH:6][CH:5]=1.[N-:25]=[N+:26]=[N-:27].[Na+], predict the reaction product. (4) Given the reactants Br[C:2]1[CH:3]=[C:4]2[C:9](=[CH:10][CH:11]=1)[CH:8]=[C:7]([CH:12]=[O:13])[CH:6]=[CH:5]2.[C:14]12([C:24]3[CH:25]=[C:26](B(O)O)[CH:27]=[CH:28][C:29]=3[O:30][CH3:31])[CH2:23][CH:18]3[CH2:19][CH:20]([CH2:22][CH:16]([CH2:17]3)[CH2:15]1)[CH2:21]2.C(=O)([O-])[O-].[K+].[K+], predict the reaction product. The product is: [C:14]12([C:24]3[CH:25]=[C:26]([C:2]4[CH:3]=[C:4]5[C:9](=[CH:10][CH:11]=4)[CH:8]=[C:7]([CH:12]=[O:13])[CH:6]=[CH:5]5)[CH:27]=[CH:28][C:29]=3[O:30][CH3:31])[CH2:15][CH:16]3[CH2:17][CH:18]([CH2:19][CH:20]([CH2:22]3)[CH2:21]1)[CH2:23]2. (5) Given the reactants [NH2:1][C:2]1[CH:7]=[CH:6][C:5]([N:8]2[C:12]([CH3:14])([CH3:13])[C:11](=[O:15])[N:10]([C:16]3[CH:23]=[CH:22][C:19]([C:20]#[N:21])=[C:18]([C:24]([F:27])([F:26])[F:25])[CH:17]=3)[C:9]2=[S:28])=[CH:4][CH:3]=1.[C:29](Cl)(=[O:31])[CH3:30].C(N(CC)CC)C, predict the reaction product. The product is: [C:20]([C:19]1[CH:22]=[CH:23][C:16]([N:10]2[C:11](=[O:15])[C:12]([CH3:14])([CH3:13])[N:8]([C:5]3[CH:4]=[CH:3][C:2]([NH:1][C:29](=[O:31])[CH3:30])=[CH:7][CH:6]=3)[C:9]2=[S:28])=[CH:17][C:18]=1[C:24]([F:26])([F:27])[F:25])#[N:21].